This data is from Full USPTO retrosynthesis dataset with 1.9M reactions from patents (1976-2016). The task is: Predict the reactants needed to synthesize the given product. (1) Given the product [Cl:13][C:14]1[CH:15]=[C:16]([CH2:20][CH2:21][O:22][CH2:23][C:24]2[NH:26][C:8](=[O:10])[C:7]3[CH:6]=[CH:5][C:4]([F:11])=[N:3][C:2]=3[N:25]=2)[CH:17]=[CH:18][CH:19]=1, predict the reactants needed to synthesize it. The reactants are: F[C:2]1[C:7]([C:8]([OH:10])=O)=[CH:6][CH:5]=[C:4]([F:11])[N:3]=1.Cl.[Cl:13][C:14]1[CH:15]=[C:16]([CH2:20][CH2:21][O:22][CH2:23][C:24]([NH2:26])=[NH:25])[CH:17]=[CH:18][CH:19]=1. (2) Given the product [NH2:37][C:34]1[S:35][CH:36]=[C:32](/[C:12](=[N:11]/[O:10][C:7]([CH3:9])([CH3:8])[C:6]([OH:45])=[O:5])/[C:13]([NH:15][C@@H:16]2[C:19](=[O:20])[N:18]([S:21]([OH:24])(=[O:22])=[O:23])[C@@H:17]2[CH2:25][N:26]2[C:30]([CH3:31])=[N:29][CH:28]=[N:27]2)=[O:14])[N:33]=1, predict the reactants needed to synthesize it. The reactants are: C([O:5][C:6](=[O:45])[C:7]([O:10]/[N:11]=[C:12](/[C:32]1[N:33]=[C:34]([NH:37]C(OC(C)(C)C)=O)[S:35][CH:36]=1)\[C:13]([NH:15][C@@H:16]1[C:19](=[O:20])[N:18]([S:21]([OH:24])(=[O:23])=[O:22])[C@@H:17]1[CH2:25][N:26]1[C:30]([CH3:31])=[N:29][CH:28]=[N:27]1)=[O:14])([CH3:9])[CH3:8])(C)(C)C.C(O)(C(F)(F)F)=O. (3) Given the product [NH2:15][C:1]([C:4]1([C:7]([O:9][C:10]([CH3:13])([CH3:12])[CH3:11])=[O:8])[CH2:6][CH2:5]1)([C:16]#[N:17])[CH3:2], predict the reactants needed to synthesize it. The reactants are: [C:1]([C:4]1([C:7]([O:9][C:10]([CH3:13])([CH3:12])[CH3:11])=[O:8])[CH2:6][CH2:5]1)(=O)[CH3:2].[Cl-].[NH4+:15].[C-:16]#[N:17].[Na+]. (4) Given the product [Cl:19][C:20]1[CH:25]=[C:24]([O:16][C:15]2[N:14]([CH3:17])[N:13]=[C:12]([CH3:18])[C:11]=2[C:9]([C:3]2[CH:4]=[CH:5][C:6]([Cl:8])=[CH:7][C:2]=2[Cl:1])=[O:10])[N:23]=[N:22][C:21]=1[O:27][C:28]1[CH:33]=[CH:32][CH:31]=[CH:30][C:29]=1[CH3:34], predict the reactants needed to synthesize it. The reactants are: [Cl:1][C:2]1[CH:7]=[C:6]([Cl:8])[CH:5]=[CH:4][C:3]=1[C:9]([C:11]1[C:12]([CH3:18])=[N:13][N:14]([CH3:17])[C:15]=1[OH:16])=[O:10].[Cl:19][C:20]1[CH:25]=[C:24](Cl)[N:23]=[N:22][C:21]=1[O:27][C:28]1[CH:33]=[CH:32][CH:31]=[CH:30][C:29]=1[CH3:34].C(=O)([O-])[O-].[K+].[K+].